Dataset: Reaction yield outcomes from USPTO patents with 853,638 reactions. Task: Predict the reaction yield, written as a fraction of the theoretical maximum amount of product (1.0 means a 100% yield; for example, 0.34 means a 34% yield). (1) The reactants are Br[C:2]1[C:3]([CH3:14])=[C:4]([CH3:13])[C:5]2[O:9][CH:8]([CH3:10])[CH2:7][C:6]=2[C:11]=1[CH3:12].[CH3:15][O:16][C:17]1[CH:22]=[CH:21][C:20]([N:23]2[CH2:28][CH2:27][NH:26][CH2:25][CH2:24]2)=[CH:19][CH:18]=1. No catalyst specified. The product is [CH3:15][O:16][C:17]1[CH:18]=[CH:19][C:20]([N:23]2[CH2:28][CH2:27][N:26]([C:2]3[C:3]([CH3:14])=[C:4]([CH3:13])[C:5]4[O:9][CH:8]([CH3:10])[CH2:7][C:6]=4[C:11]=3[CH3:12])[CH2:25][CH2:24]2)=[CH:21][CH:22]=1. The yield is 0.390. (2) The reactants are [CH2:1]([N:5]1[C:13]2[N:12]=[CH:11][N:10]([CH2:14][CH:15]=[CH2:16])[C:9]=2[C:8](=[O:17])[NH:7][C:6]1=[O:18])[CH2:2][CH2:3][CH3:4].C1C(=O)N([Cl:26])C(=O)C1. The product is [CH2:1]([N:5]1[C:13]2[N:12]=[C:11]([Cl:26])[N:10]([CH2:14][CH:15]=[CH2:16])[C:9]=2[C:8](=[O:17])[NH:7][C:6]1=[O:18])[CH2:2][CH2:3][CH3:4]. The yield is 0.640. The catalyst is CN(C=O)C. (3) The reactants are Br[C:2]1[CH:7]=[CH:6][C:5]([C:8]2[N:17]=[C:16]([NH:18][C:19]3[NH:20][N:21]=[C:22]([CH3:24])[CH:23]=3)[C:15]3[C:10](=[CH:11][CH:12]=[CH:13][CH:14]=3)[N:9]=2)=[CH:4][CH:3]=1.[C:25]1(B(O)O)[CH:30]=[CH:29][CH:28]=[CH:27][CH:26]=1.C([O-])([O-])=O.[Na+].[Na+].C1(P(C2C=CC=CC=2)C2C=CC=CC=2)C=CC=CC=1. The catalyst is C1COCC1.O.C([O-])(=O)C.[Pd+2].C([O-])(=O)C. The product is [C:2]1([C:25]2[CH:30]=[CH:29][CH:28]=[CH:27][CH:26]=2)[CH:7]=[CH:6][C:5]([C:8]2[N:17]=[C:16]([NH:18][C:19]3[NH:20][N:21]=[C:22]([CH3:24])[CH:23]=3)[C:15]3[C:10](=[CH:11][CH:12]=[CH:13][CH:14]=3)[N:9]=2)=[CH:4][CH:3]=1. The yield is 0.510. (4) The reactants are [NH2:1][C:2]1[CH:7]=[CH:6][C:5]([C:8]([N:10]([CH2:13][CH3:14])[CH2:11][CH3:12])=[O:9])=[CH:4][C:3]=1[NH:15][C:16](=O)[CH2:17][C:18]1[CH:23]=[CH:22][C:21]([O:24][CH2:25][CH3:26])=[CH:20][CH:19]=1.C(O[C:33]([N:35]1[CH2:41][CH2:40][CH2:39][C@@H:36]1[CH:37]=O)=O)(C)(C)C.C([BH3-])#N.[Na+].C(O)(C(F)(F)F)=O. No catalyst specified. The product is [CH2:25]([O:24][C:21]1[CH:22]=[CH:23][C:18]([CH2:17][C:16]2[N:1]([CH2:37][C@H:36]3[CH2:39][CH2:40][CH2:41][N:35]3[CH3:33])[C:2]3[CH:7]=[CH:6][C:5]([C:8]([N:10]([CH2:13][CH3:14])[CH2:11][CH3:12])=[O:9])=[CH:4][C:3]=3[N:15]=2)=[CH:19][CH:20]=1)[CH3:26]. The yield is 0.360. (5) The reactants are [C:1]([N:8]1[CH2:11][CH:10]([OH:12])[CH2:9]1)([O:3][C:4]([CH3:7])([CH3:6])[CH3:5])=[O:2].[H-].[Na+].[N+:15]([C:18]1[CH:23]=[CH:22][C:21](F)=[CH:20][C:19]=1[CH3:25])([O-:17])=[O:16]. The catalyst is C1COCC1. The product is [C:4]([O:3][C:1]([N:8]1[CH2:11][CH:10]([O:12][C:21]2[CH:22]=[CH:23][C:18]([N+:15]([O-:17])=[O:16])=[C:19]([CH3:25])[CH:20]=2)[CH2:9]1)=[O:2])([CH3:7])([CH3:6])[CH3:5]. The yield is 0.840.